Dataset: Forward reaction prediction with 1.9M reactions from USPTO patents (1976-2016). Task: Predict the product of the given reaction. (1) Given the reactants C(OC([NH:8][CH2:9][C@H:10]1[CH2:15][CH2:14][C@H:13]([C:16]([NH:18][C@H:19]([C:53](=[O:66])[NH:54][C:55]2[CH:60]=[CH:59][C:58]([C:61]3[N:62]=[N:63][NH:64][N:65]=3)=[CH:57][CH:56]=2)[CH2:20][C:21]2[CH:26]=[CH:25][C:24]([C:27]3[CH:32]=[CH:31][C:30]([C:33]([NH:35][CH:36]4[CH2:41][CH2:40][N:39](C(OC(C)(C)C)=O)[CH2:38][CH2:37]4)=[O:34])=[C:29]([C:49]([F:52])([F:51])[F:50])[CH:28]=3)=[CH:23][CH:22]=2)=[O:17])[CH2:12][CH2:11]1)=O)(C)(C)C.[ClH:67], predict the reaction product. The product is: [ClH:67].[NH2:8][CH2:9][C@H:10]1[CH2:15][CH2:14][C@H:13]([C:16]([NH:18][C@H:19]([C:53](=[O:66])[NH:54][C:55]2[CH:56]=[CH:57][C:58]([C:61]3[N:62]=[N:63][NH:64][N:65]=3)=[CH:59][CH:60]=2)[CH2:20][C:21]2[CH:26]=[CH:25][C:24]([C:27]3[CH:32]=[CH:31][C:30]([C:33]([NH:35][CH:36]4[CH2:37][CH2:38][NH:39][CH2:40][CH2:41]4)=[O:34])=[C:29]([C:49]([F:51])([F:52])[F:50])[CH:28]=3)=[CH:23][CH:22]=2)=[O:17])[CH2:12][CH2:11]1. (2) Given the reactants [CH3:1][O:2][C:3]1[C:4]([C:19]([F:22])([F:21])[F:20])=[CH:5][C:6]([N+:16]([O-])=O)=[C:7]([O:9][CH2:10][C:11](OCC)=[O:12])[CH:8]=1.O.O.[Sn](Cl)(Cl)(Cl)Cl.CC#N.O.FC(F)(F)C(O)=O, predict the reaction product. The product is: [CH3:1][O:2][C:3]1[C:4]([C:19]([F:22])([F:21])[F:20])=[CH:5][C:6]2[NH:16][C:11](=[O:12])[CH2:10][O:9][C:7]=2[CH:8]=1. (3) Given the reactants [CH2:1]([O:8][C:9]([N:11]1[CH2:15][CH2:14][CH2:13][CH:12]1[C:16]1[NH:17][C:18]([C:21]2[CH:26]=[CH:25][C:24](Br)=[CH:23][CH:22]=2)=[CH:19][N:20]=1)=[O:10])[C:2]1[CH:7]=[CH:6][CH:5]=[CH:4][CH:3]=1.[C:28]([O:32][C:33]([NH:35][C:36]1[CH:37]=[C:38](B(O)O)[CH:39]=[CH:40][CH:41]=1)=[O:34])([CH3:31])([CH3:30])[CH3:29].C([O-])([O-])=O.[K+].[K+].N#N, predict the reaction product. The product is: [CH2:1]([O:8][C:9]([N:11]1[CH2:15][CH2:14][CH2:13][CH:12]1[C:16]1[NH:17][C:18]([C:21]2[CH:26]=[CH:25][C:24]([C:38]3[CH:39]=[CH:40][CH:41]=[C:36]([NH:35][C:33]([O:32][C:28]([CH3:31])([CH3:30])[CH3:29])=[O:34])[CH:37]=3)=[CH:23][CH:22]=2)=[CH:19][N:20]=1)=[O:10])[C:2]1[CH:7]=[CH:6][CH:5]=[CH:4][CH:3]=1. (4) Given the reactants [N+:1]([C:4]1[CH:5]=[C:6]([CH2:14][OH:15])[CH:7]=[CH:8][C:9]=1[C:10]([F:13])([F:12])[F:11])([O-])=O, predict the reaction product. The product is: [NH2:1][C:4]1[CH:5]=[C:6]([CH2:14][OH:15])[CH:7]=[CH:8][C:9]=1[C:10]([F:11])([F:12])[F:13]. (5) Given the reactants [CH2:1]([O:3][C:4](=[O:22])[CH:5]([N:7]1[C:12]2[CH:13]=[C:14]([O:17]C(=O)C)[CH:15]=[CH:16][C:11]=2[O:10][CH2:9][C:8]1=[O:21])[CH3:6])[CH3:2].N1CCOCC1, predict the reaction product. The product is: [CH2:1]([O:3][C:4](=[O:22])[CH:5]([N:7]1[C:12]2[CH:13]=[C:14]([OH:17])[CH:15]=[CH:16][C:11]=2[O:10][CH2:9][C:8]1=[O:21])[CH3:6])[CH3:2]. (6) Given the reactants [CH3:1][C:2]1[CH:3]=[CH:4][C:5]([C:8]2[CH:9]=[C:10]([CH:15]=[C:16]([C:18]3[O:19][CH:20]=[CH:21][N:22]=3)[CH:17]=2)[C:11]([O:13]C)=[O:12])=[N:6][CH:7]=1.[OH-].[Na+], predict the reaction product. The product is: [CH3:1][C:2]1[CH:3]=[CH:4][C:5]([C:8]2[CH:9]=[C:10]([CH:15]=[C:16]([C:18]3[O:19][CH:20]=[CH:21][N:22]=3)[CH:17]=2)[C:11]([OH:13])=[O:12])=[N:6][CH:7]=1. (7) Given the reactants [CH3:1][O:2][C:3]1[CH:4]=[C:5](O)[CH:6]=[CH:7][CH:8]=1.[CH:10]1[CH:15]=[C:14]2[C:16]([C:18]([OH:22])(O)[C:19](=[O:20])[C:13]2=[CH:12][CH:11]=1)=[O:17].C(O)(=[O:25])C, predict the reaction product. The product is: [OH:25][C:19]12[C:13]3[C:14](=[CH:15][CH:10]=[CH:11][CH:12]=3)[C:16](=[O:17])[C:18]1([OH:22])[C:6]1[CH:7]=[CH:8][C:3]([O:2][CH3:1])=[CH:4][C:5]=1[O:20]2. (8) Given the reactants C([N:4]1[C:12]2[C:7](=[CH:8][CH:9]=[C:10]([Br:13])[CH:11]=2)[C:6]([CH3:15])([CH3:14])[C:5]1=[O:16])(=O)C.[OH-].[Na+], predict the reaction product. The product is: [Br:13][C:10]1[CH:11]=[C:12]2[C:7]([C:6]([CH3:15])([CH3:14])[C:5](=[O:16])[NH:4]2)=[CH:8][CH:9]=1. (9) Given the reactants [N:1]1([CH2:6][CH2:7][CH2:8][CH2:9][NH:10][C:11]([C:13]2[CH:18]=[C:17]([O:19][C:20]3[CH:25]=[CH:24][C:23]([OH:26])=[C:22]([NH2:27])[CH:21]=3)[CH:16]=[CH:15][N:14]=2)=[O:12])[CH2:5][CH2:4][CH2:3][CH2:2]1.[Cl:28][C:29]1[CH:34]=[CH:33][C:32]([N:35]=[C:36]=S)=[CH:31][C:30]=1[C:38]([F:41])([F:40])[F:39].CC#N.C(Cl)CCl, predict the reaction product. The product is: [N:1]1([CH2:6][CH2:7][CH2:8][CH2:9][NH:10][C:11]([C:13]2[CH:18]=[C:17]([O:19][C:20]3[CH:25]=[CH:24][C:23]4[O:26][C:36]([NH:35][C:32]5[CH:33]=[CH:34][C:29]([Cl:28])=[C:30]([C:38]([F:41])([F:39])[F:40])[CH:31]=5)=[N:27][C:22]=4[CH:21]=3)[CH:16]=[CH:15][N:14]=2)=[O:12])[CH2:5][CH2:4][CH2:3][CH2:2]1. (10) The product is: [Cl:1][C:2]1[CH:3]=[C:4]([C:12]2[O:16][N:15]=[C:14]([C:17]3[CH:18]=[CH:19][CH:20]=[C:21]4[C:25]=3[N:24]([CH3:26])[CH:23]=[C:22]4[CH2:27][CH2:28][CH2:29][O:30][CH2:31][C:32]([OH:34])=[O:33])[N:13]=2)[CH:5]=[CH:6][C:7]=1[O:8][CH:9]([CH3:10])[CH3:11]. Given the reactants [Cl:1][C:2]1[CH:3]=[C:4]([C:12]2[O:16][N:15]=[C:14]([C:17]3[CH:18]=[CH:19][CH:20]=[C:21]4[C:25]=3[N:24]([CH3:26])[CH:23]=[C:22]4[CH2:27][CH2:28][CH2:29][O:30][CH2:31][C:32]([O:34]CC)=[O:33])[N:13]=2)[CH:5]=[CH:6][C:7]=1[O:8][CH:9]([CH3:11])[CH3:10].[OH-].[Na+].Cl, predict the reaction product.